This data is from NCI-60 drug combinations with 297,098 pairs across 59 cell lines. The task is: Regression. Given two drug SMILES strings and cell line genomic features, predict the synergy score measuring deviation from expected non-interaction effect. (1) Drug 1: CC12CCC(CC1=CCC3C2CCC4(C3CC=C4C5=CN=CC=C5)C)O. Drug 2: CC1=C(C=C(C=C1)NC(=O)C2=CC=C(C=C2)CN3CCN(CC3)C)NC4=NC=CC(=N4)C5=CN=CC=C5. Cell line: MCF7. Synergy scores: CSS=6.12, Synergy_ZIP=4.83, Synergy_Bliss=8.00, Synergy_Loewe=0.693, Synergy_HSA=4.73. (2) Drug 2: CCC1=CC2CC(C3=C(CN(C2)C1)C4=CC=CC=C4N3)(C5=C(C=C6C(=C5)C78CCN9C7C(C=CC9)(C(C(C8N6C)(C(=O)OC)O)OC(=O)C)CC)OC)C(=O)OC.C(C(C(=O)O)O)(C(=O)O)O. Cell line: EKVX. Drug 1: CC1C(C(CC(O1)OC2CC(CC3=C2C(=C4C(=C3O)C(=O)C5=C(C4=O)C(=CC=C5)OC)O)(C(=O)CO)O)N)O.Cl. Synergy scores: CSS=14.0, Synergy_ZIP=-3.52, Synergy_Bliss=0.380, Synergy_Loewe=0.276, Synergy_HSA=-0.827. (3) Drug 1: CNC(=O)C1=CC=CC=C1SC2=CC3=C(C=C2)C(=NN3)C=CC4=CC=CC=N4. Drug 2: COC1=C(C=C2C(=C1)N=CN=C2NC3=CC(=C(C=C3)F)Cl)OCCCN4CCOCC4. Cell line: KM12. Synergy scores: CSS=10.1, Synergy_ZIP=-10.5, Synergy_Bliss=-14.5, Synergy_Loewe=-11.5, Synergy_HSA=-11.0. (4) Drug 1: C1CC(=O)NC(=O)C1N2CC3=C(C2=O)C=CC=C3N. Drug 2: COC1=C(C=C2C(=C1)N=CN=C2NC3=CC(=C(C=C3)F)Cl)OCCCN4CCOCC4. Cell line: SW-620. Synergy scores: CSS=6.62, Synergy_ZIP=-0.724, Synergy_Bliss=-2.65, Synergy_Loewe=2.26, Synergy_HSA=0.884. (5) Drug 1: COC1=CC(=CC(=C1O)OC)C2C3C(COC3=O)C(C4=CC5=C(C=C24)OCO5)OC6C(C(C7C(O6)COC(O7)C8=CC=CS8)O)O. Drug 2: C1=CN(C=N1)CC(O)(P(=O)(O)O)P(=O)(O)O. Cell line: SN12C. Synergy scores: CSS=2.40, Synergy_ZIP=-10.7, Synergy_Bliss=-21.0, Synergy_Loewe=-55.9, Synergy_HSA=-20.9. (6) Drug 2: C1=NC2=C(N=C(N=C2N1C3C(C(C(O3)CO)O)F)Cl)N. Synergy scores: CSS=-0.556, Synergy_ZIP=1.21, Synergy_Bliss=1.05, Synergy_Loewe=-0.318, Synergy_HSA=-1.52. Cell line: NCI-H460. Drug 1: C1C(C(OC1N2C=NC3=C(N=C(N=C32)Cl)N)CO)O.